Task: Predict the product of the given reaction.. Dataset: Forward reaction prediction with 1.9M reactions from USPTO patents (1976-2016) (1) Given the reactants [P:1]([O:13][CH2:14][CH2:15][CH2:16][C@H:17]([N:27]([CH3:40])[C:28]([NH:30][CH2:31][C:32]1[CH:37]=[CH:36][CH:35]=[C:34]([F:38])[C:33]=1[F:39])=[O:29])[CH2:18][O:19][Si](C(C)(C)C)(C)C)([O:8][C:9]([CH3:12])([CH3:11])[CH3:10])([O:3][C:4]([CH3:7])([CH3:6])[CH3:5])=[O:2].CCCC[N+](CCCC)(CCCC)CCCC.[F-], predict the reaction product. The product is: [P:1]([O:13][CH2:14][CH2:15][CH2:16][C@H:17]([N:27]([CH3:40])[C:28]([NH:30][CH2:31][C:32]1[CH:37]=[CH:36][CH:35]=[C:34]([F:38])[C:33]=1[F:39])=[O:29])[CH2:18][OH:19])([O:8][C:9]([CH3:10])([CH3:11])[CH3:12])([O:3][C:4]([CH3:7])([CH3:6])[CH3:5])=[O:2]. (2) The product is: [CH2:1]([O:4][NH:5][CH:6]1[CH2:11][NH:10][C@@H:9]([C:19]([NH2:20])=[O:21])[CH:8]=[C:7]1[CH2:22][C:23]([NH2:25])=[O:24])[CH:2]=[CH2:3]. Given the reactants [CH2:1]([O:4][NH:5][CH:6]1[CH2:11][N:10](C(OC(C)(C)C)=O)[C@H:9]([C:19](=[O:21])[NH2:20])[CH:8]=[C:7]1[CH2:22][C:23]([NH2:25])=[O:24])[CH:2]=[CH2:3].Cl.C([O-])([O-])=O.[K+].[K+], predict the reaction product.